From a dataset of Reaction yield outcomes from USPTO patents with 853,638 reactions. Predict the reaction yield, written as a fraction of the theoretical maximum amount of product (1.0 means a 100% yield; for example, 0.34 means a 34% yield). (1) The reactants are [Cl:1][C:2]1[CH:7]=[CH:6][C:5]([C:8]2([C:12]([N:14]3[CH2:19][CH2:18][CH2:17][CH:16]([CH2:20]OS(C)(=O)=O)[CH2:15]3)=[O:13])[CH2:11][CH2:10][CH2:9]2)=[CH:4][CH:3]=1.[F:26][C:27]1[CH:32]=[CH:31][CH:30]=[CH:29][C:28]=1[N:33]1[CH2:38][CH2:37][NH:36][CH2:35][CH2:34]1.C(=O)([O-])[O-].[Cs+].[Cs+]. No catalyst specified. The product is [Cl:1][C:2]1[CH:7]=[CH:6][C:5]([C:8]2([C:12]([N:14]3[CH2:19][CH2:18][CH2:17][CH:16]([CH2:20][N:36]4[CH2:35][CH2:34][N:33]([C:28]5[CH:29]=[CH:30][CH:31]=[CH:32][C:27]=5[F:26])[CH2:38][CH2:37]4)[CH2:15]3)=[O:13])[CH2:11][CH2:10][CH2:9]2)=[CH:4][CH:3]=1. The yield is 0.460. (2) The reactants are [Br:1][C:2]1[C:14](=[O:15])[N:13]([CH:16]2[CH2:20][CH2:19][CH2:18][CH2:17]2)[C:5]2[N:6]=[C:7](S(C)=O)[N:8]=[CH:9][C:4]=2[CH:3]=1.[C:21]([O:25][C:26]([N:28]1[CH2:33][CH2:32][N:31]([C:34]2[CH:35]=[N:36][C:37]([NH2:40])=[CH:38][CH:39]=2)[CH2:30][CH2:29]1)=[O:27])([CH3:24])([CH3:23])[CH3:22]. No catalyst specified. The product is [C:21]([O:25][C:26]([N:28]1[CH2:33][CH2:32][N:31]([C:34]2[CH:35]=[N:36][C:37]([NH:40][C:7]3[N:8]=[CH:9][C:4]4[CH:3]=[C:2]([Br:1])[C:14](=[O:15])[N:13]([CH:16]5[CH2:20][CH2:19][CH2:18][CH2:17]5)[C:5]=4[N:6]=3)=[CH:38][CH:39]=2)[CH2:30][CH2:29]1)=[O:27])([CH3:24])([CH3:22])[CH3:23]. The yield is 0.210. (3) The product is [Cl:1][C:2]1[CH:3]=[CH:4][C:5]([C:8]2[S:9][C:10]([C:19](=[N:28][O:29][CH2:30][CH3:31])[C:20]3[CH:25]=[CH:24][C:23]([O:26][CH3:27])=[CH:22][CH:21]=3)=[CH:11][C:12]=2[CH2:13][C:14]([OH:16])=[O:15])=[CH:6][CH:7]=1. The reactants are [Cl:1][C:2]1[CH:7]=[CH:6][C:5]([C:8]2[S:9][C:10]([C:19](=[N:28][O:29][CH2:30][CH3:31])[C:20]3[CH:25]=[CH:24][C:23]([O:26][CH3:27])=[CH:22][CH:21]=3)=[CH:11][C:12]=2[CH2:13][C:14]([O:16]CC)=[O:15])=[CH:4][CH:3]=1.[OH-].[Na+].Cl. The catalyst is CO.O1CCCC1. The yield is 0.820. (4) The catalyst is C(N(CC)CC)C.O1CCOCC1.C([O-])(=O)C.[Pd+2].C([O-])(=O)C.C1C=CC(P(C2C=CC=CC=2)[C-]2C=CC=C2)=CC=1.C1C=CC(P(C2C=CC=CC=2)[C-]2C=CC=C2)=CC=1.Cl[Pd]Cl.[Fe+2]. The product is [CH3:25][C:20]1([CH3:26])[C:21]([CH3:24])([CH3:23])[O:22][B:18]([C:2]2[CH:3]=[C:4]3[C:8](=[CH:9][CH:10]=2)[N:7]([C:11]([O:13][C:14]([CH3:17])([CH3:16])[CH3:15])=[O:12])[N:6]=[CH:5]3)[O:19]1. The yield is 0.740. The reactants are Br[C:2]1[CH:3]=[C:4]2[C:8](=[CH:9][CH:10]=1)[N:7]([C:11]([O:13][C:14]([CH3:17])([CH3:16])[CH3:15])=[O:12])[N:6]=[CH:5]2.[B:18]1([B:18]2[O:22][C:21]([CH3:24])([CH3:23])[C:20]([CH3:26])([CH3:25])[O:19]2)[O:22][C:21]([CH3:24])([CH3:23])[C:20]([CH3:26])([CH3:25])[O:19]1.C([O-])(=O)C.[K+]. (5) The reactants are Cl[CH2:2][CH2:3][O:4][CH2:5][CH2:6][OH:7].[NH:8]1[CH2:13][CH2:12][O:11][CH2:10][CH2:9]1.C(=O)([O-])[O-].[K+].[K+]. The catalyst is C(#N)C. The product is [O:11]1[CH2:12][CH2:13][N:8]([CH2:2][CH2:3][O:4][CH2:5][CH2:6][OH:7])[CH2:9][CH2:10]1. The yield is 0.340. (6) The catalyst is O. The yield is 0.810. The product is [Cl:10][C:11]1[CH:16]=[CH:15][CH:14]=[C:13]([O:9][C:3]2[CH:4]=[CH:5][C:6]([CH3:8])=[CH:7][C:2]=2[CH3:1])[N:12]=1. The reactants are [CH3:1][C:2]1[CH:7]=[C:6]([CH3:8])[CH:5]=[CH:4][C:3]=1[OH:9].[Cl:10][C:11]1[CH:16]=[CH:15][CH:14]=[C:13](Cl)[N:12]=1.C(=O)([O-])[O-].[K+].[K+]. (7) The reactants are Cl[C:2](OC1C=CC([N+]([O-])=O)=CC=1)=[O:3].[C:14]([O:18][CH2:19][CH3:20])(=[O:17])[NH:15][NH2:16].C(N(CC)CC)C.[C:28]([NH:35][CH2:36][CH2:37][CH2:38][CH2:39][NH2:40])([O:30][C:31]([CH3:34])([CH3:33])[CH3:32])=[O:29]. The catalyst is C1COCC1.O. The product is [CH3:34][C:31]([CH3:32])([CH3:33])[O:30][C:28](=[O:29])[NH:35][CH2:36][CH2:37][CH2:38][CH2:39][NH:40][C:2](=[O:3])[NH:16][NH:15][C:14]([O:18][CH2:19][CH3:20])=[O:17]. The yield is 0.660.